From a dataset of Aqueous solubility values for 9,982 compounds from the AqSolDB database. Regression/Classification. Given a drug SMILES string, predict its absorption, distribution, metabolism, or excretion properties. Task type varies by dataset: regression for continuous measurements (e.g., permeability, clearance, half-life) or binary classification for categorical outcomes (e.g., BBB penetration, CYP inhibition). For this dataset (solubility_aqsoldb), we predict Y. The drug is C=CN1CCN(C=C)C1=O. The Y is -1.16 log mol/L.